This data is from Full USPTO retrosynthesis dataset with 1.9M reactions from patents (1976-2016). The task is: Predict the reactants needed to synthesize the given product. Given the product [F:1][CH:2]1[CH2:6][CH2:5][N:4]([CH2:7][CH2:8][CH2:9][O:10][C:18]2[CH:23]=[CH:22][C:21]([N+:24]([O-:26])=[O:25])=[CH:20][CH:19]=2)[CH2:3]1, predict the reactants needed to synthesize it. The reactants are: [F:1][CH:2]1[CH2:6][CH2:5][N:4]([CH2:7][CH2:8][CH2:9][OH:10])[CH2:3]1.CC([O-])(C)C.[K+].F[C:18]1[CH:23]=[CH:22][C:21]([N+:24]([O-:26])=[O:25])=[CH:20][CH:19]=1.